This data is from Full USPTO retrosynthesis dataset with 1.9M reactions from patents (1976-2016). The task is: Predict the reactants needed to synthesize the given product. (1) Given the product [Br:1][C:2]1[CH:3]=[C:4]2[N:10]([C:15]3[CH:16]=[CH:17][C:12]([F:11])=[CH:13][CH:14]=3)[CH:9]=[CH:8][C:5]2=[N:6][CH:7]=1, predict the reactants needed to synthesize it. The reactants are: [Br:1][C:2]1[CH:3]=[C:4]2[NH:10][CH:9]=[CH:8][C:5]2=[N:6][CH:7]=1.[F:11][C:12]1[CH:17]=[CH:16][C:15](I)=[CH:14][CH:13]=1.C([O-])([O-])=O.[Cs+].[Cs+].CN[C@H]1CCCC[C@@H]1NC. (2) Given the product [NH2:26][C:24]1[CH:23]=[CH:22][C:20]2[NH:21][C:16]([C:7]3[C:6](=[O:36])[C:5]([CH2:4][CH:1]4[CH2:2][CH2:3]4)([CH3:37])[C:14]4[C:9]([C:8]=3[OH:15])=[CH:10][CH:11]=[CH:12][CH:13]=4)=[N:17][S:18](=[O:35])(=[O:34])[C:19]=2[CH:25]=1, predict the reactants needed to synthesize it. The reactants are: [CH:1]1([CH2:4][C:5]2([CH3:37])[C:14]3[C:9](=[CH:10][CH:11]=[CH:12][CH:13]=3)[C:8]([OH:15])=[C:7]([C:16]3[NH:21][C:20]4[CH:22]=[CH:23][C:24]([NH:26]C(=O)OC(C)(C)C)=[CH:25][C:19]=4[S:18](=[O:35])(=[O:34])[N:17]=3)[C:6]2=[O:36])[CH2:3][CH2:2]1.FC(F)(F)C(O)=O. (3) Given the product [I:26][C:2]1[CH:11]=[CH:10][CH:9]=[C:8]2[C:3]=1[CH:4]=[CH:5][N:6]([C@H:13]([CH3:17])[C:14]([NH2:16])=[O:15])[C:7]2=[O:12], predict the reactants needed to synthesize it. The reactants are: N[C:2]1[CH:11]=[CH:10][CH:9]=[C:8]2[C:3]=1[CH:4]=[CH:5][N:6]([C@H:13]([CH3:17])[C:14]([NH2:16])=[O:15])[C:7]2=[O:12].N([O-])=O.[Na+].CS(C)=O.[IH:26].C([O-])([O-])=O.[Na+].[Na+]. (4) Given the product [C:15]1([CH2:4][C@@H:2]([NH:3][P:5](=[O:14])([O:10][CH:11]([CH3:13])[CH3:12])[O:6][CH:7]([CH3:9])[CH3:8])[CH3:1])[CH:20]=[CH:19][CH:18]=[CH:17][CH:16]=1, predict the reactants needed to synthesize it. The reactants are: [CH3:1][CH:2]1[CH2:4][N@@:3]1[P:5](=[O:14])([O:10][CH:11]([CH3:13])[CH3:12])[O:6][CH:7]([CH3:9])[CH3:8].[C:15]1([Mg]Cl)[CH:20]=[CH:19][CH:18]=[CH:17][CH:16]=1. (5) The reactants are: Br[C:2]1[CH:3]=[C:4]2[C:8](=[CH:9][CH:10]=1)[N:7]([CH:11]1[CH2:16][CH2:15][CH2:14][CH2:13][O:12]1)[N:6]=[C:5]2[C:17]1[N:22]=[C:21]([O:23][C@H:24]2[CH2:31][N:30]([C:32]([O:34][C:35]([CH3:38])([CH3:37])[CH3:36])=[O:33])[CH2:29][CH2:28][C:25]32[CH2:27][CH2:26]3)[CH:20]=[N:19][CH:18]=1.[CH3:39][N:40]1[C:44](B2OC(C)(C)C(C)(C)O2)=[CH:43][CH:42]=[N:41]1.P([O-])([O-])([O-])=O.[K+].[K+].[K+]. Given the product [CH3:39][N:40]1[C:44]([C:2]2[CH:3]=[C:4]3[C:8](=[CH:9][CH:10]=2)[N:7]([CH:11]2[CH2:16][CH2:15][CH2:14][CH2:13][O:12]2)[N:6]=[C:5]3[C:17]2[N:22]=[C:21]([O:23][C@H:24]3[CH2:31][N:30]([C:32]([O:34][C:35]([CH3:38])([CH3:37])[CH3:36])=[O:33])[CH2:29][CH2:28][C:25]43[CH2:27][CH2:26]4)[CH:20]=[N:19][CH:18]=2)=[CH:43][CH:42]=[N:41]1, predict the reactants needed to synthesize it. (6) Given the product [Cl:1][C:2]1[CH:3]=[CH:4][C:5]([CH2:8][C:9]([NH:11][N:12]2[C:21](=[O:22])[C:20]3[C:15](=[CH:16][CH:17]=[CH:18][CH:19]=3)[C:14]([CH:23]([CH3:29])[C:24]([OH:26])=[O:25])=[N:13]2)=[O:10])=[CH:6][CH:7]=1, predict the reactants needed to synthesize it. The reactants are: [Cl:1][C:2]1[CH:7]=[CH:6][C:5]([CH2:8][C:9]([NH:11][N:12]2[C:21](=[O:22])[C:20]3[C:15](=[CH:16][CH:17]=[CH:18][CH:19]=3)[C:14]([CH:23]([CH3:29])[C:24]([O:26]CC)=[O:25])=[N:13]2)=[O:10])=[CH:4][CH:3]=1.CO.[OH-].[Na+].